This data is from Reaction yield outcomes from USPTO patents with 853,638 reactions. The task is: Predict the reaction yield, written as a fraction of the theoretical maximum amount of product (1.0 means a 100% yield; for example, 0.34 means a 34% yield). (1) The catalyst is CN(C1C=CN=CC=1)C.CN(C=O)C. The yield is 0.120. The product is [C:24]([O:23][C:21]([N:18]1[CH2:19][CH2:20][CH:15]([N:11]2[C:12](=[O:13])[N:8]([C:4]3[CH:5]=[CH:6][CH:7]=[C:2]([F:1])[CH:3]=3)[N:9]=[N:10]2)[CH2:16][CH2:17]1)=[O:22])([CH3:27])([CH3:25])[CH3:26]. The reactants are [F:1][C:2]1[CH:3]=[C:4]([N:8]2[C:12](=[O:13])[NH:11][N:10]=[N:9]2)[CH:5]=[CH:6][CH:7]=1.Br[CH:15]1[CH2:20][CH2:19][N:18]([C:21]([O:23][C:24]([CH3:27])([CH3:26])[CH3:25])=[O:22])[CH2:17][CH2:16]1.C([O-])([O-])=O.[Cs+].[Cs+]. (2) The reactants are [CH3:1][O:2][C:3]([NH:5][C@H:6]([C:10]([N:12]1[C@@H:16]([CH3:17])[CH2:15][CH2:14][C@H:13]1[C:18]1[NH:22][C:21]2[C:23]3[C:28]([CH:29]=[CH:30][C:20]=2[N:19]=1)=[CH:27][C:26]1[C:31]2[C:36]([CH2:37][O:38][C:25]=1[CH:24]=3)=[CH:35][C:34]([C:39]1[NH:43][C:42]([C@@H:44]3[CH2:48][C@H:47]([CH3:49])[CH2:46][N:45]3C(OC(C)(C)C)=O)=[N:41][CH:40]=1)=[CH:33][CH:32]=2)=[O:11])[CH:7]([CH3:9])[CH3:8])=[O:4].CO[C@H:59]([CH3:69])[C@H:60]([NH:64][C:65]([O:67][CH3:68])=[O:66])[C:61]([OH:63])=O.[CH3:70]N(C(ON1N=NC2C=CC=NC1=2)=[N+](C)C)C.F[P-](F)(F)(F)(F)F.CN1CCOCC1. The catalyst is Cl.CCO.CN(C=O)C. The product is [CH3:68][O:67][C:65]([NH:64][C@@H:60]([CH:59]([CH3:69])[CH3:70])[C:61]([N:45]1[CH2:46][C@@H:47]([CH3:49])[CH2:48][C@H:44]1[C:42]1[NH:43][C:39]([C:34]2[CH:35]=[C:36]3[CH2:37][O:38][C:25]4[CH:24]=[C:23]5[C:28]([CH:29]=[CH:30][C:20]6[N:19]=[C:18]([C@@H:13]7[CH2:14][CH2:15][C@H:16]([CH3:17])[N:12]7[C:10](=[O:11])[C@@H:6]([NH:5][C:3](=[O:4])[O:2][CH3:1])[CH:7]([CH3:9])[CH3:8])[NH:22][C:21]=65)=[CH:27][C:26]=4[C:31]3=[CH:32][CH:33]=2)=[CH:40][N:41]=1)=[O:63])=[O:66]. The yield is 0.350. (3) The reactants are [O:1]1CCCC1.[CH2:6]([C:9]1[C:10]([Cl:35])=[N:11][C:12]2[N:13]([N:32]=[CH:33][CH:34]=2)[C:14]=1[N:15]([C:23]1[CH:28]=[CH:27][C:26]([O:29][CH2:30][CH3:31])=[CH:25][CH:24]=1)[C:16](=[O:22])[O:17][C:18]([CH3:21])([CH3:20])[CH3:19])[CH:7]=C.I([O-])(=O)(=O)=O.[Na+].S([O-])([O-])=O.[Na+].[Na+]. The catalyst is [Os](=O)(=O)(=O)=O.O. The product is [Cl:35][C:10]1[C:9]([CH2:6][CH:7]=[O:1])=[C:14]([N:15]([C:23]2[CH:24]=[CH:25][C:26]([O:29][CH2:30][CH3:31])=[CH:27][CH:28]=2)[C:16](=[O:22])[O:17][C:18]([CH3:20])([CH3:21])[CH3:19])[N:13]2[N:32]=[CH:33][CH:34]=[C:12]2[N:11]=1. The yield is 0.590. (4) The yield is 0.680. The product is [F:1][C:2]1[CH:10]=[CH:9][CH:8]=[C:7]([OH:11])[C:3]=1[C:4]([N:14]([O:15][CH3:16])[CH3:13])=[O:6]. The reactants are [F:1][C:2]1[CH:10]=[CH:9][CH:8]=[C:7]([OH:11])[C:3]=1[C:4]([OH:6])=O.Cl.[CH3:13][NH:14][O:15][CH3:16].Cl.C(N=C=NCCCN(C)C)C.ON1C2C=CC=CC=2N=N1.C(N(CC)CC)C. The catalyst is CN(C)C=O. (5) The reactants are [CH3:1][O:2][C:3]1[CH:4]=[C:5]2[C:10](=[CH:11][C:12]=1[O:13][CH3:14])[N:9]=[CH:8][N:7]=[C:6]2[O:15][C:16]1[CH:22]=[CH:21][C:19]([NH2:20])=[CH:18][CH:17]=1.C1(C)C=CC=CC=1.C(N(CC)CC)C.Cl[C:38](Cl)([O:40]C(=O)OC(Cl)(Cl)Cl)Cl.[Cl:49][C:50]1[CH:51]=[C:52]([CH:56]=[CH:57][CH:58]=1)[CH:53]([OH:55])[CH3:54]. The catalyst is C(Cl)Cl. The product is [CH3:1][O:2][C:3]1[CH:4]=[C:5]2[C:10](=[CH:11][C:12]=1[O:13][CH3:14])[N:9]=[CH:8][N:7]=[C:6]2[O:15][C:16]1[CH:22]=[CH:21][C:19]([NH:20][C:38](=[O:40])[O:55][CH:53]([C:52]2[CH:56]=[CH:57][CH:58]=[C:50]([Cl:49])[CH:51]=2)[CH3:54])=[CH:18][CH:17]=1. The yield is 0.570. (6) The reactants are [F:1][C:2]([F:31])([F:30])[C:3]1[CH:29]=[CH:28][C:6]([O:7][CH2:8][C:9]2[NH:13][C:12]3[CH:14]=[CH:15][C:16]([C:18]4[CH:23]=[CH:22][CH:21]=[CH:20][C:19]=4[C:24](=[O:27])[CH2:25][CH3:26])=[CH:17][C:11]=3[N:10]=2)=[CH:5][CH:4]=1.FC(F)(F)S(O[Si:38]([C:41]([CH3:44])([CH3:43])[CH3:42])([CH3:40])[CH3:39])(=O)=O.C(N(CC)CC)C. The catalyst is C(Cl)Cl. The product is [C:41]([Si:38]([CH3:40])([CH3:39])[O:27][C:24]([C:19]1[CH:20]=[CH:21][CH:22]=[CH:23][C:18]=1[C:16]1[CH:15]=[CH:14][C:12]2[NH:13][C:9]([CH2:8][O:7][C:6]3[CH:28]=[CH:29][C:3]([C:2]([F:1])([F:30])[F:31])=[CH:4][CH:5]=3)=[N:10][C:11]=2[CH:17]=1)=[CH:25][CH3:26])([CH3:44])([CH3:43])[CH3:42]. The yield is 0.860. (7) The product is [C:12]([O:16][C:17](=[O:36])[NH:18][CH:19]([CH2:28][C:29]1[CH:30]=[CH:31][C:32]([Cl:35])=[CH:33][CH:34]=1)[C:20]([N:21]1[CH2:26][CH2:25][N:24]([C:2]2[C:3]3[S:10][C:9]([I:11])=[CH:8][C:4]=3[N:5]=[CH:6][N:7]=2)[CH2:23][CH2:22]1)=[O:27])([CH3:15])([CH3:13])[CH3:14]. The yield is 0.950. The catalyst is ClCCCl. The reactants are Cl[C:2]1[C:3]2[S:10][C:9]([I:11])=[CH:8][C:4]=2[N:5]=[CH:6][N:7]=1.[C:12]([O:16][C:17](=[O:36])[NH:18][CH:19]([CH2:28][C:29]1[CH:34]=[CH:33][C:32]([Cl:35])=[CH:31][CH:30]=1)[C:20](=[O:27])[N:21]1[CH2:26][CH2:25][NH:24][CH2:23][CH2:22]1)([CH3:15])([CH3:14])[CH3:13].